From a dataset of Reaction yield outcomes from USPTO patents with 853,638 reactions. Predict the reaction yield, written as a fraction of the theoretical maximum amount of product (1.0 means a 100% yield; for example, 0.34 means a 34% yield). The reactants are [CH3:1][O:2][C:3]1[C:4]([C:16]([NH2:18])=O)=[N:5][N:6]([CH2:8][O:9][CH2:10][CH2:11][Si:12]([CH3:15])([CH3:14])[CH3:13])[CH:7]=1.O=P(Cl)(Cl)Cl. The catalyst is C1(C)C=CC=CC=1. The product is [CH3:1][O:2][C:3]1[C:4]([C:16]#[N:18])=[N:5][N:6]([CH2:8][O:9][CH2:10][CH2:11][Si:12]([CH3:14])([CH3:13])[CH3:15])[CH:7]=1. The yield is 0.490.